Predict the reactants needed to synthesize the given product. From a dataset of Full USPTO retrosynthesis dataset with 1.9M reactions from patents (1976-2016). (1) Given the product [CH3:1][C:2]1[CH2:21][S:20][C@@H:5]2[C@H:6]([NH:9][C:10]([C@H:12]([NH2:19])[C:13]3[CH:14]=[CH:15][CH:16]=[CH:17][CH:18]=3)=[O:11])[C:7](=[O:8])[N:4]2[C:3]=1[C:22]([OH:24])=[O:23].[OH2:8], predict the reactants needed to synthesize it. The reactants are: [CH3:1][C:2]1[CH2:21][S:20][C@@H:5]2[C@H:6]([NH:9][C:10]([C@H:12]([NH2:19])[C:13]3[CH:14]=[CH:15][CH:16]=[CH:17][CH:18]=3)=[O:11])[C:7](=[O:8])[N:4]2[C:3]=1[C:22]([OH:24])=[O:23].N. (2) Given the product [OH:1][C@H:2]([CH2:35][OH:36])[C:3]([N:5]1[CH2:6][CH2:7][CH:8]([C:11]2[C:16]3[CH:17]=[CH:18][NH:19][C:15]=3[N:14]3[N:20]=[CH:21][C:22]([C:23]4[CH:24]=[N:25][C:26]([C:29]5[CH:34]=[CH:33][CH:32]=[CH:31][CH:30]=5)=[CH:27][CH:28]=4)=[C:13]3[N:12]=2)[CH2:9][CH2:10]1)=[O:4], predict the reactants needed to synthesize it. The reactants are: [OH:1][C@H:2]([CH3:35])[C:3]([N:5]1[CH2:10][CH2:9][CH:8]([C:11]2[C:16]3[CH:17]=[CH:18][NH:19][C:15]=3[N:14]3[N:20]=[CH:21][C:22]([C:23]4[CH:24]=[N:25][C:26]([C:29]5[CH:34]=[CH:33][CH:32]=[CH:31][CH:30]=5)=[CH:27][CH:28]=4)=[C:13]3[N:12]=2)[CH2:7][CH2:6]1)=[O:4].[OH:36][C@H](CO)C(O)=O. (3) Given the product [C:30]1([C:7]2[C:15]3[CH2:14][CH2:13][NH:12][CH2:11][C:10]=3[NH:9][N:8]=2)[CH:29]=[CH:14][CH:15]=[CH:10][CH:11]=1, predict the reactants needed to synthesize it. The reactants are: FC(F)(F)S(O[C:7]1[C:15]2[CH2:14][CH2:13][N:12](C(OC(C)(C)C)=O)[CH2:11][C:10]=2[NH:9][N:8]=1)(=O)=O.[H-].[Na+].C[Si](C)(C)[CH2:29][CH2:30]OCCl.O. (4) Given the product [CH:2]([C:3]1([C:8]([OH:10])=[O:9])[CH2:7][CH2:6][CH2:5][O:4]1)=[O:1], predict the reactants needed to synthesize it. The reactants are: [OH:1][CH2:2][C:3]1([C:8]([OH:10])=[O:9])[CH2:7][CH2:6][CH2:5][O:4]1. (5) Given the product [C:14]([C:13]1[NH:6][C:5]2[C:7]([CH:12]=1)=[CH:8][C:2]([Cl:1])=[C:3]([O:9][CH3:10])[CH:4]=2)([CH3:17])([CH3:16])[CH3:15], predict the reactants needed to synthesize it. The reactants are: [Cl:1][C:2]1[CH:8]=[CH:7][C:5]([NH2:6])=[CH:4][C:3]=1[O:9][CH3:10].Br[CH2:12][C:13](=O)[C:14]([CH3:17])([CH3:16])[CH3:15].Cl.O. (6) Given the product [CH:10]1[C:11]2[CH:12]([CH2:14][O:15][C:16]([NH:18][C@@H:19]([CH2:27][CH2:28][C:29]([NH:31][CH3:32])=[O:30])[C:20]([OH:22])=[O:21])=[O:17])[C:13]3[C:5](=[CH:4][CH:3]=[CH:2][CH:1]=3)[C:6]=2[CH:7]=[CH:8][CH:9]=1, predict the reactants needed to synthesize it. The reactants are: [CH:1]1[C:13]2[CH:12]([CH2:14][O:15][C:16]([NH:18][C@@H:19]([CH2:27][CH2:28][C:29]([NH:31][CH3:32])=[O:30])[C:20]([O:22]C(C)(C)C)=[O:21])=[O:17])[C:11]3[C:6](=[CH:7][CH:8]=[CH:9][CH:10]=3)[C:5]=2[CH:4]=[CH:3][CH:2]=1. (7) Given the product [CH2:4]([O:11][C:12]1[CH:17]=[C:16]([O:18][CH2:19][C:20]2[CH:21]=[CH:22][CH:23]=[CH:24][CH:25]=2)[C:15]([Cl:26])=[CH:14][C:13]=1[C:27]1[O:34][N:2]=[C:29]([C:30]([O:32][CH2:35][CH3:36])=[O:31])[CH:28]=1)[C:5]1[CH:10]=[CH:9][CH:8]=[CH:7][CH:6]=1, predict the reactants needed to synthesize it. The reactants are: Cl.[NH2:2]O.[CH2:4]([O:11][C:12]1[CH:17]=[C:16]([O:18][CH2:19][C:20]2[CH:25]=[CH:24][CH:23]=[CH:22][CH:21]=2)[C:15]([Cl:26])=[CH:14][C:13]=1[C:27](=[O:34])[CH:28]=[C:29](O)[C:30]([O-:32])=[O:31])[C:5]1[CH:10]=[CH:9][CH:8]=[CH:7][CH:6]=1.[CH3:35][CH2:36]O. (8) Given the product [Cl:8][C:7]1[CH:6]=[CH:5][C:4]([O:9][C@H:13]([C:15]2[CH:20]=[CH:19][CH:18]=[CH:17][CH:16]=2)[CH2:12][CH2:11][Cl:10])=[CH:3][C:2]=1[Cl:1], predict the reactants needed to synthesize it. The reactants are: [Cl:1][C:2]1[CH:3]=[C:4]([OH:9])[CH:5]=[CH:6][C:7]=1[Cl:8].[Cl:10][CH2:11][CH2:12][C@H:13]([C:15]1[CH:20]=[CH:19][CH:18]=[CH:17][CH:16]=1)O. (9) Given the product [CH3:11][O:10][C:3]1[CH:4]=[C:5]([CH2:6][N:12]2[CH2:17][CH2:16][O:15][CH2:14][CH2:13]2)[CH:8]=[CH:9][C:2]=1[OH:1], predict the reactants needed to synthesize it. The reactants are: [OH:1][C:2]1[CH:9]=[CH:8][C:5]([CH:6]=O)=[CH:4][C:3]=1[O:10][CH3:11].[NH:12]1[CH2:17][CH2:16][O:15][CH2:14][CH2:13]1.C(O[BH-](OC(=O)C)OC(=O)C)(=O)C.[Na+].C(=O)(O)[O-].[Na+]. (10) Given the product [CH3:27][O:12][C:11]([CH:9]1[O:8][C:7]([CH:20]2[CH2:21][CH2:22][CH2:23][CH2:24][CH2:25]2)([CH:14]2[CH2:19][CH2:18][CH2:17][CH2:16][CH2:15]2)[C:6]2[CH:26]=[C:2]([Cl:1])[CH:3]=[CH:4][C:5]=2[O:10]1)=[O:13], predict the reactants needed to synthesize it. The reactants are: [Cl:1][C:2]1[CH:3]=[CH:4][C:5]2[O:10][CH:9]([C:11]([OH:13])=[O:12])[O:8][C:7]([CH:20]3[CH2:25][CH2:24][CH2:23][CH2:22][CH2:21]3)([CH:14]3[CH2:19][CH2:18][CH2:17][CH2:16][CH2:15]3)[C:6]=2[CH:26]=1.[C:27]1(C)C=CC(S(O)(=O)=O)=CC=1.C(=O)(O)[O-].[Na+].